This data is from Full USPTO retrosynthesis dataset with 1.9M reactions from patents (1976-2016). The task is: Predict the reactants needed to synthesize the given product. (1) Given the product [CH3:15][O:14][C:10]1[CH:9]=[C:8]([CH2:7][C:6]2[C:5](=[O:16])[NH:21][C:22](=[S:23])[NH:24][CH:25]=2)[CH:13]=[CH:12][N:11]=1, predict the reactants needed to synthesize it. The reactants are: [H-].[Na+].CO[C:5](=[O:16])[CH2:6][CH2:7][C:8]1[CH:13]=[CH:12][N:11]=[C:10]([O:14][CH3:15])[CH:9]=1.C(OC)=O.[NH2:21][C:22]([NH2:24])=[S:23].[CH2:25](N(CC)CC)C. (2) The reactants are: [F:1][C:2]1[C:3]([C:10]2[CH:19]=[CH:18][C:13]([C:14]([O:16][CH3:17])=[O:15])=[CH:12][C:11]=2[C:20]2([CH:25]=[O:26])[CH2:24][CH2:23][CH2:22][CH2:21]2)=[CH:4][C:5]([O:8][CH3:9])=[N:6][CH:7]=1.O=[O+][O-].[BH4-].[Na+].CCOC(C)=O. Given the product [F:1][C:2]1[C:3]([C:10]2[CH:19]=[CH:18][C:13]([C:14]([O:16][CH3:17])=[O:15])=[CH:12][C:11]=2[C:20]2([CH2:25][OH:26])[CH2:24][CH2:23][CH2:22][CH2:21]2)=[CH:4][C:5]([O:8][CH3:9])=[N:6][CH:7]=1, predict the reactants needed to synthesize it. (3) Given the product [Cl:20][C:16]1[CH:15]=[C:14]([CH:13]2[C:12]([C:21](=[O:38])[NH:22][CH2:23][CH2:24][CH:25]([C:26]3[CH:31]=[CH:30][CH:29]=[CH:28][CH:27]=3)[C:32]3[CH:33]=[CH:34][CH:35]=[CH:36][CH:37]=3)=[C:11]([CH3:39])[NH:10][C:9]([CH3:40])=[C:8]2[C:6]([OH:7])=[O:5])[CH:19]=[CH:18][CH:17]=1, predict the reactants needed to synthesize it. The reactants are: C(CC[O:5][C:6]([C:8]1[CH:13]([C:14]2[CH:19]=[CH:18][CH:17]=[C:16]([Cl:20])[CH:15]=2)[C:12]([C:21](=[O:38])[NH:22][CH2:23][CH2:24][CH:25]([C:32]2[CH:37]=[CH:36][CH:35]=[CH:34][CH:33]=2)[C:26]2[CH:31]=[CH:30][CH:29]=[CH:28][CH:27]=2)=[C:11]([CH3:39])[NH:10][C:9]=1[CH3:40])=[O:7])#N.[OH-].[Na+].Cl.